From a dataset of NCI-60 drug combinations with 297,098 pairs across 59 cell lines. Regression. Given two drug SMILES strings and cell line genomic features, predict the synergy score measuring deviation from expected non-interaction effect. (1) Drug 1: CN1C2=C(C=C(C=C2)N(CCCl)CCCl)N=C1CCCC(=O)O.Cl. Drug 2: C1CN(P(=O)(OC1)NCCCl)CCCl. Cell line: RXF 393. Synergy scores: CSS=0.0155, Synergy_ZIP=4.18, Synergy_Bliss=-3.44, Synergy_Loewe=-0.699, Synergy_HSA=-2.56. (2) Synergy scores: CSS=14.8, Synergy_ZIP=-26.3, Synergy_Bliss=-47.4, Synergy_Loewe=-43.8, Synergy_HSA=-43.0. Drug 2: CNC(=O)C1=NC=CC(=C1)OC2=CC=C(C=C2)NC(=O)NC3=CC(=C(C=C3)Cl)C(F)(F)F. Cell line: RPMI-8226. Drug 1: C1CN1C2=NC(=NC(=N2)N3CC3)N4CC4. (3) Drug 2: CC1C(C(CC(O1)OC2CC(CC3=C2C(=C4C(=C3O)C(=O)C5=CC=CC=C5C4=O)O)(C(=O)C)O)N)O. Synergy scores: CSS=46.2, Synergy_ZIP=-2.77, Synergy_Bliss=0.00490, Synergy_Loewe=1.78, Synergy_HSA=3.21. Cell line: BT-549. Drug 1: C1=NC2=C(N=C(N=C2N1C3C(C(C(O3)CO)O)F)Cl)N. (4) Drug 1: COC1=CC(=CC(=C1O)OC)C2C3C(COC3=O)C(C4=CC5=C(C=C24)OCO5)OC6C(C(C7C(O6)COC(O7)C8=CC=CS8)O)O. Drug 2: CCCS(=O)(=O)NC1=C(C(=C(C=C1)F)C(=O)C2=CNC3=C2C=C(C=N3)C4=CC=C(C=C4)Cl)F. Cell line: PC-3. Synergy scores: CSS=19.2, Synergy_ZIP=-4.80, Synergy_Bliss=1.48, Synergy_Loewe=-22.3, Synergy_HSA=0.217. (5) Drug 1: C1CCN(CC1)CCOC2=CC=C(C=C2)C(=O)C3=C(SC4=C3C=CC(=C4)O)C5=CC=C(C=C5)O. Drug 2: CC1=C(C(=CC=C1)Cl)NC(=O)C2=CN=C(S2)NC3=CC(=NC(=N3)C)N4CCN(CC4)CCO. Cell line: NCI-H522. Synergy scores: CSS=8.04, Synergy_ZIP=-5.31, Synergy_Bliss=-0.851, Synergy_Loewe=-22.5, Synergy_HSA=-3.25. (6) Drug 1: C1=NC2=C(N=C(N=C2N1C3C(C(C(O3)CO)O)O)F)N. Drug 2: C1=NC2=C(N1)C(=S)N=CN2. Cell line: HT29. Synergy scores: CSS=31.7, Synergy_ZIP=-8.75, Synergy_Bliss=-2.60, Synergy_Loewe=-37.9, Synergy_HSA=-5.77. (7) Drug 1: CC1=C2C(C(=O)C3(C(CC4C(C3C(C(C2(C)C)(CC1OC(=O)C(C(C5=CC=CC=C5)NC(=O)OC(C)(C)C)O)O)OC(=O)C6=CC=CC=C6)(CO4)OC(=O)C)OC)C)OC. Drug 2: C(CN)CNCCSP(=O)(O)O. Cell line: NCI-H226. Synergy scores: CSS=21.4, Synergy_ZIP=-1.20, Synergy_Bliss=-5.41, Synergy_Loewe=-33.9, Synergy_HSA=-6.23. (8) Drug 1: C1=CC(=C2C(=C1NCCNCCO)C(=O)C3=C(C=CC(=C3C2=O)O)O)NCCNCCO. Drug 2: C1=NC(=NC(=O)N1C2C(C(C(O2)CO)O)O)N. Cell line: OVCAR-5. Synergy scores: CSS=19.8, Synergy_ZIP=-6.16, Synergy_Bliss=2.44, Synergy_Loewe=-6.79, Synergy_HSA=2.76. (9) Drug 1: COC1=C(C=C2C(=C1)N=CN=C2NC3=CC(=C(C=C3)F)Cl)OCCCN4CCOCC4. Drug 2: C1=CC(=C2C(=C1NCCNCCO)C(=O)C3=C(C=CC(=C3C2=O)O)O)NCCNCCO. Cell line: MDA-MB-435. Synergy scores: CSS=31.0, Synergy_ZIP=1.68, Synergy_Bliss=5.95, Synergy_Loewe=-2.67, Synergy_HSA=6.85. (10) Drug 2: C1=NC2=C(N=C(N=C2N1C3C(C(C(O3)CO)O)F)Cl)N. Synergy scores: CSS=0.926, Synergy_ZIP=-0.800, Synergy_Bliss=-0.339, Synergy_Loewe=-0.463, Synergy_HSA=-0.288. Cell line: NCI-H226. Drug 1: C1=CC=C(C(=C1)C(C2=CC=C(C=C2)Cl)C(Cl)Cl)Cl.